The task is: Predict the reactants needed to synthesize the given product.. This data is from Retrosynthesis with 50K atom-mapped reactions and 10 reaction types from USPTO. (1) Given the product Cc1ccc(S(=O)(=O)OCCC2(O)CCCCC2)cc1, predict the reactants needed to synthesize it. The reactants are: Cc1ccc(S(=O)(=O)Cl)cc1.OCCC1(O)CCCCC1. (2) Given the product COc1ccc(CNC(=O)c2ccc(C)n(-c3ccccc3)c2=O)cc1, predict the reactants needed to synthesize it. The reactants are: COc1ccc(CN)cc1.Cc1ccc(C(=O)O)c(=O)n1-c1ccccc1. (3) Given the product Brc1cnn(C2COC2)c1, predict the reactants needed to synthesize it. The reactants are: BrC1COC1.Brc1cn[nH]c1. (4) Given the product NNC(=O)COc1ccc2c(c1)CCC(=O)N2, predict the reactants needed to synthesize it. The reactants are: CCOC(=O)COc1ccc2c(c1)CCC(=O)N2.NN. (5) Given the product COc1cc2c(Oc3cc(C)c(C)cc3C(C)=O)ccnc2cc1OCCCCl, predict the reactants needed to synthesize it. The reactants are: COc1cc2c(Oc3cc(C)c(C)cc3C(C)=O)ccnc2cc1O.ClCCCBr.